Dataset: Peptide-MHC class II binding affinity with 134,281 pairs from IEDB. Task: Regression. Given a peptide amino acid sequence and an MHC pseudo amino acid sequence, predict their binding affinity value. This is MHC class II binding data. The peptide sequence is IKHIYAISSAALSAS. The MHC is HLA-DPA10201-DPB10101 with pseudo-sequence HLA-DPA10201-DPB10101. The binding affinity (normalized) is 0.0479.